This data is from Forward reaction prediction with 1.9M reactions from USPTO patents (1976-2016). The task is: Predict the product of the given reaction. (1) Given the reactants [F:1][CH:2]([F:52])[C:3]1[C:11]2[C:10](F)(F)[CH2:9][CH2:8][C:7]([F:15])([F:14])[C:6]=2[N:5]([CH2:16][C:17]([NH:19][C@H:20]([C:30]2[C:35]([C:36]3[CH:37]=[C:38]4[C:42](=[CH:43][CH:44]=3)[CH2:41][NH:40][C:39]4=[O:45])=[CH:34][N:33]=[C:32]([C:46]#[C:47][C:48]([OH:51])([CH3:50])[CH3:49])[N:31]=2)[CH2:21][C:22]2[CH:27]=[C:26]([F:28])[CH:25]=[C:24]([F:29])[CH:23]=2)=[O:18])[N:4]=1.[F:53]C1(F)C2N(CC(N[C@H](C3C(C4C=C5C(=CC=4)CNC5=O)=CN=C(SC)N=3)CC3C=C(F)C=C(F)C=3)=O)N=C(C(F)(F)F)C=2[C@H]2C[C@@H]12.CC(O)(C#C)C, predict the reaction product. The product is: [F:14][C:7]1([F:15])[C:6]2[N:5]([CH2:16][C:17]([NH:19][C@H:20]([C:30]3[C:35]([C:36]4[CH:37]=[C:38]5[C:42](=[CH:43][CH:44]=4)[CH2:41][NH:40][C:39]5=[O:45])=[CH:34][N:33]=[C:32]([C:46]#[C:47][C:48]([OH:51])([CH3:49])[CH3:50])[N:31]=3)[CH2:21][C:22]3[CH:27]=[C:26]([F:28])[CH:25]=[C:24]([F:29])[CH:23]=3)=[O:18])[N:4]=[C:3]([C:2]([F:1])([F:52])[F:53])[C:11]=2[C@H:10]2[CH2:9][C@@H:8]12. (2) Given the reactants [NH2:1][C@H:2]([CH2:21][F:22])[C@H:3]([C:5]1[CH:10]=[CH:9][C:8]([C:11]2[CH:12]=[N:13][C:14](CN(C)C)=[CH:15][CH:16]=2)=[CH:7][CH:6]=1)[OH:4].[Cl:23][CH:24]([Cl:30])[C:25](OCC)=[O:26].[CH2:31]([N:33](CC)[CH2:34]C)C.[CH3:38]O, predict the reaction product. The product is: [Cl:23][CH:24]([Cl:30])[C:25]([NH:1][C@H:2]([CH2:21][F:22])[C@@H:3]([C:5]1[CH:6]=[CH:7][C:8]([C:11]2[C:12]([CH3:38])=[N:13][C:14]([N:33]([CH3:34])[CH3:31])=[CH:15][CH:16]=2)=[CH:9][CH:10]=1)[OH:4])=[O:26]. (3) Given the reactants [CH3:1][O:2][C:3]1[CH:4]=[C:5]([CH:7]=[CH:8][CH:9]=1)[NH2:6].[S:10]1[CH:14]=[C:13](B(O)O)[C:12]2[CH:18]=[CH:19][CH:20]=[CH:21][C:11]1=2.O.O=[CH:24][C:25]([OH:27])=[O:26], predict the reaction product. The product is: [S:10]1[CH:14]=[C:13]([CH:24]([NH:6][C:5]2[CH:7]=[CH:8][CH:9]=[C:3]([O:2][CH3:1])[CH:4]=2)[C:25]([OH:27])=[O:26])[C:12]2[CH:18]=[CH:19][CH:20]=[CH:21][C:11]1=2. (4) Given the reactants Cl[CH2:2][C:3]1[CH:7]=[CH:6][N:5]([CH3:8])[N:4]=1.C([O-])([O-])=O.[K+].[K+].[F:15][C:16]1[CH:17]=[C:18]([OH:25])[CH:19]=[CH:20][C:21]=1[N+:22]([O-:24])=[O:23], predict the reaction product. The product is: [F:15][C:16]1[CH:17]=[C:18]([CH:19]=[CH:20][C:21]=1[N+:22]([O-:24])=[O:23])[O:25][CH2:2][C:3]1[CH:7]=[CH:6][N:5]([CH3:8])[N:4]=1. (5) Given the reactants [CH3:1][O:2][C:3](=[O:19])[C:4]1[CH:9]=[CH:8][C:7]([C:10](Cl)([F:12])[F:11])=[N:6][C:5]=1[CH2:14][CH2:15][CH2:16][O:17][CH3:18].[H][H], predict the reaction product. The product is: [CH3:1][O:2][C:3](=[O:19])[C:4]1[CH:9]=[CH:8][C:7]([CH:10]([F:11])[F:12])=[N:6][C:5]=1[CH2:14][CH2:15][CH2:16][O:17][CH3:18].